The task is: Predict which catalyst facilitates the given reaction.. This data is from Catalyst prediction with 721,799 reactions and 888 catalyst types from USPTO. Reactant: [C:1]([O:5][C:6]([NH:8][C@@H:9]([C:13]([SH:16])([CH3:15])[CH3:14])[C:10]([OH:12])=O)=[O:7])([CH3:4])([CH3:3])[CH3:2].O.[Cl-].COC1N=C(OC)N=C([N+]2(C)CCOCC2)N=1.[F:36][C:37]1[CH:42]=[CH:41][CH:40]=[CH:39][C:38]=1[C@H:43]([N:45]([CH2:58][C:59]1[CH:68]=[CH:67][C:62]([C:63]([O:65][CH3:66])=[O:64])=[CH:61][CH:60]=1)[C:46]([C@@H:48]1[CH2:57][C:56]2[C:51](=[CH:52][CH:53]=[CH:54][CH:55]=2)[CH2:50][NH:49]1)=[O:47])[CH3:44].C(O)(C(F)(F)F)=O.CCN(C(C)C)C(C)C. Product: [C:1]([O:5][C:6]([NH:8][C@@H:9]([C:13]([SH:16])([CH3:15])[CH3:14])[C:10]([N:49]1[C@H:48]([C:46]([N:45]([CH2:58][C:59]2[CH:60]=[CH:61][C:62]([C:63]([O:65][CH3:66])=[O:64])=[CH:67][CH:68]=2)[C@@H:43]([C:38]2[CH:39]=[CH:40][CH:41]=[CH:42][C:37]=2[F:36])[CH3:44])=[O:47])[CH2:57][C:56]2[C:51](=[CH:52][CH:53]=[CH:54][CH:55]=2)[CH2:50]1)=[O:12])=[O:7])([CH3:2])([CH3:3])[CH3:4]. The catalyst class is: 2.